Dataset: Reaction yield outcomes from USPTO patents with 853,638 reactions. Task: Predict the reaction yield, written as a fraction of the theoretical maximum amount of product (1.0 means a 100% yield; for example, 0.34 means a 34% yield). (1) The reactants are [N+:1]([C:4]1[CH:5]=[N:6][NH:7][CH:8]=1)([O-:3])=[O:2].[H-].[Na+].Br[CH2:12][CH3:13]. The catalyst is CN(C=O)C.C(OCC)(=O)C. The product is [CH2:12]([N:6]1[CH:5]=[C:4]([N+:1]([O-:3])=[O:2])[CH:8]=[N:7]1)[CH3:13]. The yield is 0.800. (2) The reactants are [CH2:1]([O:3][C:4]1[C:12]2[O:11][CH:10]([CH3:13])[CH2:9][C:8]=2[C:7]([CH3:14])=[C:6]([N:15]2[CH2:20][CH2:19][NH:18][CH2:17][CH2:16]2)[C:5]=1[CH3:21])[CH3:2].Br[C:23]1[CH:28]=[CH:27][C:26]([O:29][CH3:30])=[C:25]([CH3:31])[CH:24]=1. No catalyst specified. The product is [CH2:1]([O:3][C:4]1[C:12]2[O:11][CH:10]([CH3:13])[CH2:9][C:8]=2[C:7]([CH3:14])=[C:6]([N:15]2[CH2:20][CH2:19][N:18]([C:23]3[CH:28]=[CH:27][C:26]([O:29][CH3:30])=[C:25]([CH3:31])[CH:24]=3)[CH2:17][CH2:16]2)[C:5]=1[CH3:21])[CH3:2]. The yield is 0.460. (3) The reactants are [Cl:1][C:2]1[CH:7]=[C:6]([Cl:8])[CH:5]=[CH:4][C:3]=1[C:9]([F:13])([CH3:12])[C:10]#[N:11].C1COCC1.Cl. The catalyst is C(O)C. The product is [ClH:1].[Cl:1][C:2]1[CH:7]=[C:6]([Cl:8])[CH:5]=[CH:4][C:3]=1[C:9]([F:13])([CH3:12])[CH2:10][NH2:11]. The yield is 0.645. (4) The reactants are [Br:1][C:2]1[N:6]=[CH:5][NH:4][N:3]=1.C(=O)([O-])[O-].[Cs+].[Cs+].I[C:14]1[CH:19]=[CH:18][C:17]([O:20][CH:21]([CH3:23])[CH3:22])=[CH:16][CH:15]=1. The catalyst is CS(C)=O.[Cu]I. The product is [Br:1][C:2]1[N:6]=[CH:5][N:4]([C:14]2[CH:19]=[CH:18][C:17]([O:20][CH:21]([CH3:23])[CH3:22])=[CH:16][CH:15]=2)[N:3]=1. The yield is 0.230. (5) The reactants are Cl.[CH3:2][C:3]1[CH:8]=[CH:7][C:6]([NH:9]N)=[C:5]([N+:11]([O-:13])=[O:12])[CH:4]=1.[C:14]([C:17]1[CH:22]=[CH:21][CH:20]=[CH:19][N:18]=1)(=O)[CH3:15]. No catalyst specified. The product is [CH3:2][C:3]1[CH:8]=[C:7]2[C:6](=[C:5]([N+:11]([O-:13])=[O:12])[CH:4]=1)[NH:9][C:14]([C:17]1[CH:22]=[CH:21][CH:20]=[CH:19][N:18]=1)=[CH:15]2. The yield is 0.160. (6) The reactants are [Cl:1][C:2]1[CH:3]=[C:4]2[C:8](=[CH:9][CH:10]=1)[NH:7][CH:6]=[C:5]2[CH2:11][CH2:12][NH:13][C:14](=[O:23])[C:15]1[CH:20]=[CH:19][CH:18]=[C:17]([CH2:21]Cl)[CH:16]=1.[S:24]1[CH:28]=[CH:27][CH:26]=[C:25]1B(O)O.ClCCl.C(=O)([O-])[O-].[Na+].[Na+].[I-].[Na+]. The catalyst is C(COC)OC.O.C1C=CC(P(C2C=CC=CC=2)[C-]2C=CC=C2)=CC=1.C1C=CC(P(C2C=CC=CC=2)[C-]2C=CC=C2)=CC=1.Cl[Pd]Cl.[Fe+2]. The product is [Cl:1][C:2]1[CH:3]=[C:4]2[C:8](=[CH:9][CH:10]=1)[NH:7][CH:6]=[C:5]2[CH2:11][CH2:12][NH:13][C:14](=[O:23])[C:15]1[CH:20]=[CH:19][CH:18]=[C:17]([CH2:21][C:25]2[S:24][CH:28]=[CH:27][CH:26]=2)[CH:16]=1. The yield is 0.250. (7) The reactants are [Cl:1][C:2]1[N:7]=[C:6](Cl)[C:5]([N+:9]([O-:11])=[O:10])=[CH:4][N:3]=1.[CH:12]1([NH2:17])[CH2:16][CH2:15][CH2:14][CH2:13]1. The catalyst is C1COCC1. The product is [Cl:1][C:2]1[N:7]=[C:6]([NH:17][CH:12]2[CH2:16][CH2:15][CH2:14][CH2:13]2)[C:5]([N+:9]([O-:11])=[O:10])=[CH:4][N:3]=1. The yield is 0.850.